From a dataset of Full USPTO retrosynthesis dataset with 1.9M reactions from patents (1976-2016). Predict the reactants needed to synthesize the given product. (1) Given the product [CH3:25][N:26]([CH3:30])[CH2:27][CH2:28][NH:29][C:16]([C:14]1[C:13]2[C:4](=[N:5][C:6]3[C:11]([N:12]=2)=[C:10]2[CH:19]=[CH:20][CH:21]=[C:22]([O:23][CH3:24])[C:9]2=[CH:8][CH:7]=3)[CH:3]=[C:2]([Br:1])[CH:15]=1)=[O:17], predict the reactants needed to synthesize it. The reactants are: [Br:1][C:2]1[CH:15]=[C:14]([C:16](O)=[O:17])[C:13]2[C:4](=[N:5][C:6]3[C:11]([N:12]=2)=[C:10]2[CH:19]=[CH:20][CH:21]=[C:22]([O:23][CH3:24])[C:9]2=[CH:8][CH:7]=3)[CH:3]=1.[CH3:25][N:26]([CH3:30])[CH2:27][CH2:28][NH2:29]. (2) Given the product [CH2:8]([N:7]([CH2:1][CH2:2][CH2:3][CH2:4][CH2:5][CH3:6])[C:20]([C:16]1[CH:15]=[C:14]([CH3:23])[CH:19]=[CH:18][CH:17]=1)=[O:22])[CH2:9][CH2:10][CH2:11][CH2:12][CH3:13], predict the reactants needed to synthesize it. The reactants are: [CH2:1]([NH2+:7][CH2:8][CH2:9][CH2:10][CH2:11][CH2:12][CH3:13])[CH2:2][CH2:3][CH2:4][CH2:5][CH3:6].[C:14]1([CH3:23])[CH:19]=[CH:18][CH:17]=[C:16]([C:20]([O-:22])=O)[CH:15]=1. (3) The reactants are: [Br:1][C:2]1[CH:9]=[C:8]([N+:10]([O-])=O)[C:7]([NH:13][CH3:14])=[CH:6][C:3]=1[C:4]#[N:5]. Given the product [NH2:10][C:8]1[C:7]([NH:13][CH3:14])=[CH:6][C:3]([C:4]#[N:5])=[C:2]([Br:1])[CH:9]=1, predict the reactants needed to synthesize it.